From a dataset of Forward reaction prediction with 1.9M reactions from USPTO patents (1976-2016). Predict the product of the given reaction. (1) Given the reactants Br[C:2]1[CH:11]=[N:10][C:9]2[NH:8][CH:7]([C:12]3[C:17]([F:18])=[CH:16][CH:15]=[CH:14][C:13]=3[F:19])[CH2:6][O:5][C:4]=2[CH:3]=1.[B:20]1([B:20]2[O:24][C:23]([CH3:26])([CH3:25])[C:22]([CH3:28])([CH3:27])[O:21]2)[O:24][C:23]([CH3:26])([CH3:25])[C:22]([CH3:28])([CH3:27])[O:21]1.CC([O-])=O.[K+].CCOC(C)=O.CCCCCC, predict the reaction product. The product is: [F:19][C:13]1[CH:14]=[CH:15][CH:16]=[C:17]([F:18])[C:12]=1[CH:7]1[CH2:6][O:5][C:4]2[CH:3]=[C:2]([B:20]3[O:24][C:23]([CH3:26])([CH3:25])[C:22]([CH3:28])([CH3:27])[O:21]3)[CH:11]=[N:10][C:9]=2[NH:8]1. (2) Given the reactants [CH2:1]=[CH:2][C:3]1[CH:8]=[CH:7][CH:6]=[CH:5][CH:4]=1.[C:9]([O:14][CH3:15])(=[O:13])[C:10](C)=[CH2:11].[C:16]([O:20][CH2:21][CH2:22][CH2:23][CH3:24])(=[O:19])[CH:17]=[CH2:18].C(O)(=O)C(C)=C.[CH2:31](OC(=O)CCS)[CH2:32][CH2:33][CH2:34][CH2:35][CH2:36][CH2:37]C.C(OOC(CC)(CCCC)C([O-])=O)(C)(C)C, predict the reaction product. The product is: [CH2:1]=[CH:2][C:3]1[CH:8]=[CH:7][CH:6]=[CH:5][CH:4]=1.[CH3:31][CH2:32][CH2:33][CH2:34][CH:35]([CH2:15][O:14][C:9]([CH:10]=[CH2:11])=[O:13])[CH2:36][CH3:37].[CH3:24][CH2:23][CH2:22][CH2:21][O:20][C:16]([CH:17]=[CH2:18])=[O:19].